This data is from Full USPTO retrosynthesis dataset with 1.9M reactions from patents (1976-2016). The task is: Predict the reactants needed to synthesize the given product. Given the product [CH:39]1([CH2:42][O:43][C:44]2[CH:52]=[CH:51][C:47]3[O:48][CH2:49][O:50][C:46]=3[C:45]=2[C:53]2[C:54]3[NH:61][CH:60]=[C:59]([C:62]([NH:1][C@H:2]([CH2:32][C:33]4[CH:34]=[CH:35][CH:36]=[CH:37][CH:38]=4)[C:3]([N:5]4[CH2:6][CH2:7][CH:8]([N:11]5[N:20]=[C:19]([C:21]6[CH:26]=[CH:25][C:24]([O:27][CH3:28])=[C:23]([O:29][CH3:30])[CH:22]=6)[C@H:18]6[C@H:13]([CH2:14][CH2:15][CH2:16][CH2:17]6)[C:12]5=[O:31])[CH2:9][CH2:10]4)=[O:4])=[O:63])[C:55]=3[N:56]=[CH:57][N:58]=2)[CH2:40][CH2:41]1, predict the reactants needed to synthesize it. The reactants are: [NH2:1][C@H:2]([CH2:32][C:33]1[CH:38]=[CH:37][CH:36]=[CH:35][CH:34]=1)[C:3]([N:5]1[CH2:10][CH2:9][CH:8]([N:11]2[N:20]=[C:19]([C:21]3[CH:26]=[CH:25][C:24]([O:27][CH3:28])=[C:23]([O:29][CH3:30])[CH:22]=3)[C@H:18]3[C@H:13]([CH2:14][CH2:15][CH2:16][CH2:17]3)[C:12]2=[O:31])[CH2:7][CH2:6]1)=[O:4].[CH:39]1([CH2:42][O:43][C:44]2[CH:52]=[CH:51][C:47]3[O:48][CH2:49][O:50][C:46]=3[C:45]=2[C:53]2[C:54]3[NH:61][CH:60]=[C:59]([C:62](O)=[O:63])[C:55]=3[N:56]=[CH:57][N:58]=2)[CH2:41][CH2:40]1.CN(C(ON1N=NC2C=CC=NC1=2)=[N+](C)C)C.F[P-](F)(F)(F)(F)F.CCN(C(C)C)C(C)C.C(=O)(O)[O-].[Na+].